From a dataset of Forward reaction prediction with 1.9M reactions from USPTO patents (1976-2016). Predict the product of the given reaction. Given the reactants [Cl:1][CH2:2][CH2:3][O:4][C:5]1[CH:10]=[CH:9][C:8]([CH:11]2[C:16]([C:17]3[CH:22]=[CH:21][C:20]([OH:23])=[CH:19][CH:18]=3)=[C:15]([C:24]([F:27])([F:26])[F:25])[C:14]3[CH:28]=[CH:29][C:30](O)=[CH:31][C:13]=3[O:12]2)=[CH:7][CH:6]=1.[CH3:33]I.[C:35](=[O:38])([O-])[O-].[K+].[K+].[Cl-].[Na+], predict the reaction product. The product is: [Cl:1][CH2:2][CH2:3][O:4][C:5]1[CH:10]=[CH:9][C:8]([CH:11]2[C:16]([C:17]3[CH:18]=[CH:19][C:20]([O:23][CH3:33])=[CH:21][CH:22]=3)=[C:15]([C:24]([F:25])([F:27])[F:26])[C:14]3[CH:28]=[CH:29][C:30]([O:38][CH3:35])=[CH:31][C:13]=3[O:12]2)=[CH:7][CH:6]=1.